From a dataset of Reaction yield outcomes from USPTO patents with 853,638 reactions. Predict the reaction yield, written as a fraction of the theoretical maximum amount of product (1.0 means a 100% yield; for example, 0.34 means a 34% yield). (1) The reactants are C(Cl)(=O)C(Cl)=O.CS(C)=O.[CH3:11][N:12]([CH3:41])[S:13]([N:16]1[C:20]([CH:21]([C:23]2[CH:32]=[CH:31][C:26]3[O:27][CH2:28][CH2:29][O:30][C:25]=3[CH:24]=2)[OH:22])=[C:19]([CH3:33])[N:18]=[C:17]1[Si](C(C)(C)C)(C)C)(=[O:15])=[O:14].C(N(CC)CC)C. No catalyst specified. The product is [CH3:11][N:12]([CH3:41])[S:13]([N:16]1[C:20]([CH:21]([C:23]2[CH:32]=[CH:31][C:26]3[O:27][CH2:28][CH2:29][O:30][C:25]=3[CH:24]=2)[OH:22])=[C:19]([CH3:33])[N:18]=[CH:17]1)(=[O:14])=[O:15]. The yield is 0.790. (2) The reactants are [Br:1][C:2]1[CH:7]=[CH:6][C:5]([CH:8]([C:10]2[CH:15]=[CH:14][C:13]([Br:16])=[CH:12][CH:11]=2)O)=[CH:4][CH:3]=1.[BH4-].[Na+].O.[OH-].[Na+]. The catalyst is C(O)(C(F)(F)F)=O. The product is [Br:1][C:2]1[CH:3]=[CH:4][C:5]([CH2:8][C:10]2[CH:15]=[CH:14][C:13]([Br:16])=[CH:12][CH:11]=2)=[CH:6][CH:7]=1. The yield is 0.940. (3) The reactants are [NH2:1][C:2]1[S:3][CH:4]=[C:5]([C:7](=[O:9])[CH3:8])[N:6]=1.[O:10]1[C:14]2[CH:15]=[CH:16][C:17]([C:19]3[S:20][CH:21]=[C:22]([C:24](O)=[O:25])[N:23]=3)=[CH:18][C:13]=2[CH2:12][CH2:11]1.CN(C(ON1N=NC2C=CC=CC1=2)=[N+](C)C)C.F[P-](F)(F)(F)(F)F.CCN(C(C)C)C(C)C. The catalyst is C(Cl)Cl. The product is [C:7]([C:5]1[N:6]=[C:2]([NH:1][C:24]([C:22]2[N:23]=[C:19]([C:17]3[CH:16]=[CH:15][C:14]4[O:10][CH2:11][CH2:12][C:13]=4[CH:18]=3)[S:20][CH:21]=2)=[O:25])[S:3][CH:4]=1)(=[O:9])[CH3:8]. The yield is 0.690. (4) No catalyst specified. The yield is 0.0300. The product is [Br:1][C:2]1[C:7]([N:32]2[CH2:36][CH2:35][C@H:34]([OH:37])[CH2:33]2)=[N:6][C:5]([C:9]2[C:17]3[C:12](=[CH:13][N:14]=[C:15]([C:18]4[CH:19]=[N:20][CH:21]=[CH:22][CH:23]=4)[CH:16]=3)[NH:11][N:10]=2)=[CH:4][CH:3]=1. The reactants are [Br:1][C:2]1[CH:3]=[CH:4][C:5]([C:9]2[C:17]3[C:12](=[CH:13][N:14]=[C:15]([C:18]4[CH:19]=[N:20][CH:21]=[CH:22][CH:23]=4)[CH:16]=3)[N:11](COCC[Si](C)(C)C)[N:10]=2)=[N:6][C:7]=1F.[NH:32]1[CH2:36][CH2:35][C@H:34]([OH:37])[CH2:33]1. (5) The reactants are [CH3:1][C:2]1[O:6][N:5]=[C:4]([C:7]2[CH:12]=[CH:11][CH:10]=[CH:9][CH:8]=2)[C:3]=1[CH2:13][O:14][C:15]1[CH:23]=[CH:22][C:18]([C:19]([OH:21])=O)=[CH:17][N:16]=1.[NH2:24][CH2:25][C:26]1[S:27][CH:28]=[C:29]([C:31]#[N:32])[N:30]=1. No catalyst specified. The product is [C:31]([C:29]1[N:30]=[C:26]([CH2:25][NH:24][C:19](=[O:21])[C:18]2[CH:22]=[CH:23][C:15]([O:14][CH2:13][C:3]3[C:4]([C:7]4[CH:8]=[CH:9][CH:10]=[CH:11][CH:12]=4)=[N:5][O:6][C:2]=3[CH3:1])=[N:16][CH:17]=2)[S:27][CH:28]=1)#[N:32]. The yield is 0.680. (6) The reactants are [I:1][CH3:2].[Br:3][C:4]1[CH:13]=[CH:12][C:11]([N+:14]([O-:16])=[O:15])=[C:10]2[C:5]=1[CH:6]=[CH:7][N:8]=[CH:9]2. The catalyst is CN(C)C=O. The product is [I-:1].[Br:3][C:4]1[CH:13]=[CH:12][C:11]([N+:14]([O-:16])=[O:15])=[C:10]2[C:5]=1[CH:6]=[CH:7][N+:8]([CH3:2])=[CH:9]2. The yield is 0.830.